From a dataset of Catalyst prediction with 721,799 reactions and 888 catalyst types from USPTO. Predict which catalyst facilitates the given reaction. (1) The catalyst class is: 11. Reactant: Cl[C:2]1[N:13]=[C:12]2[N:14]3[C:8](=[N:9][C:10](Cl)=[N:11]2)[N:7]=[C:6](Cl)[N:5]=[C:4]3[N:3]=1.[NH2:17][C:18]1[CH:30]=[CH:29][C:21]([C:22]([O:24][CH2:25][CH2:26][CH2:27][CH3:28])=[O:23])=[CH:20][CH:19]=1. Product: [CH2:25]([O:24][C:22]([C:21]1[CH:20]=[CH:19][C:18]([NH:17][C:2]2[N:13]=[C:12]3[N:14]4[C:8](=[N:9][C:10]([NH:17][C:18]5[CH:30]=[CH:29][C:21]([C:22]([O:24][CH2:25][CH2:26][CH2:27][CH3:28])=[O:23])=[CH:20][CH:19]=5)=[N:11]3)[N:7]=[C:6]([NH:17][C:18]3[CH:19]=[CH:20][C:21]([C:22]([O:24][CH2:25][CH2:26][CH2:27][CH3:28])=[O:23])=[CH:29][CH:30]=3)[N:5]=[C:4]4[N:3]=2)=[CH:30][CH:29]=1)=[O:23])[CH2:26][CH2:27][CH3:28]. (2) Reactant: [H-].[Na+].[CH3:3][C:4]1[C:8]([CH2:9][SH:10])=[C:7]([CH3:11])[O:6][N:5]=1.Cl[CH2:13][S:14]([N:17]1[CH2:22][CH2:21][N:20]([C:23]2[CH:28]=[CH:27][CH:26]=[CH:25][C:24]=2[CH3:29])[CH2:19][CH2:18]1)(=[O:16])=[O:15]. Product: [CH3:3][C:4]1[C:8]([CH2:9][S:10][CH2:13][S:14]([N:17]2[CH2:22][CH2:21][N:20]([C:23]3[CH:28]=[CH:27][CH:26]=[CH:25][C:24]=3[CH3:29])[CH2:19][CH2:18]2)(=[O:15])=[O:16])=[C:7]([CH3:11])[O:6][N:5]=1. The catalyst class is: 1. (3) Reactant: [CH3:1][O:2][C:3]1[C:4]2[C:15]([C:16]3[CH:21]=[CH:20][CH:19]=[CH:18][CH:17]=3)=[C:14]([C:22]3[CH:27]=[CH:26][C:25]([C:28]4([NH:32][C:33](=[O:39])[O:34][C:35]([CH3:38])([CH3:37])[CH3:36])[CH2:31][CH2:30][CH2:29]4)=[CH:24][CH:23]=3)[O:13][C:5]=2[N:6]=[C:7](S(C)(=O)=O)[N:8]=1.[NH:40]1[CH2:43][CH:42]([CH2:44][NH:45][C:46](=[O:52])[O:47][C:48]([CH3:51])([CH3:50])[CH3:49])[CH2:41]1. Product: [C:35]([O:34][C:33](=[O:39])[NH:32][C:28]1([C:25]2[CH:26]=[CH:27][C:22]([C:14]3[O:13][C:5]4[N:6]=[C:7]([N:40]5[CH2:43][CH:42]([CH2:44][NH:45][C:46]([O:47][C:48]([CH3:51])([CH3:50])[CH3:49])=[O:52])[CH2:41]5)[N:8]=[C:3]([O:2][CH3:1])[C:4]=4[C:15]=3[C:16]3[CH:21]=[CH:20][CH:19]=[CH:18][CH:17]=3)=[CH:23][CH:24]=2)[CH2:31][CH2:30][CH2:29]1)([CH3:38])([CH3:37])[CH3:36]. The catalyst class is: 11. (4) Reactant: [CH3:1][C:2]1([CH3:11])[CH2:7][CH2:6][CH2:5][CH:4]([CH:8]([OH:10])[CH3:9])[CH2:3]1.[H-].[Na+].Cl[CH2:15][C:16]([OH:18])=[O:17].Cl. Product: [CH3:11][C:2]1([CH3:1])[CH2:7][CH2:6][CH2:5][CH:4]([CH:8]([O:10][CH2:15][C:16]([OH:18])=[O:17])[CH3:9])[CH2:3]1. The catalyst class is: 11. (5) Reactant: C[O:2][C:3](=[O:11])[C:4]([F:10])([F:9])[S:5](F)(=[O:7])=[O:6].[Li+:12].[OH-:13]. Product: [F:9][C:4]([F:10])([S:5]([OH:13])(=[O:7])=[O:6])[C:3]([O-:2])=[O:11].[Li+:12]. The catalyst class is: 6. (6) Reactant: [NH2:1][C@H:2]1[CH2:7][CH2:6][C@H:5]([C:8](OCC)=[O:9])[CH2:4][CH2:3]1.[H-].[Al+3].[Li+].[H-].[H-].[H-]. Product: [NH2:1][C@H:2]1[CH2:7][CH2:6][C@H:5]([CH2:8][OH:9])[CH2:4][CH2:3]1. The catalyst class is: 7. (7) Reactant: [CH3:1][C:2]1[CH:7]=[CH:6][CH:5]=[CH:4][C:3]=1[NH:8][C:9]1[O:10][C:11]2[CH:17]=[CH:16][C:15]([CH2:18][C:19](O)=[O:20])=[CH:14][C:12]=2[N:13]=1.[F:22][C@@H:23]1[CH2:27][NH:26][C@H:25]([CH2:28][O:29][C:30]2[CH:39]=[CH:38][C:33]([C:34]([O:36]C)=[O:35])=[CH:32][CH:31]=2)[CH2:24]1.CCN=C=NCCCN(C)C.Cl.C1C=CC2N(O)N=NC=2C=1.C(N(CC)CC)C. Product: [F:22][C@@H:23]1[CH2:27][N:26]([C:19](=[O:20])[CH2:18][C:15]2[CH:16]=[CH:17][C:11]3[O:10][C:9]([NH:8][C:3]4[CH:4]=[CH:5][CH:6]=[CH:7][C:2]=4[CH3:1])=[N:13][C:12]=3[CH:14]=2)[C@H:25]([CH2:28][O:29][C:30]2[CH:39]=[CH:38][C:33]([C:34]([OH:36])=[O:35])=[CH:32][CH:31]=2)[CH2:24]1. The catalyst class is: 18. (8) Reactant: Cl[C:2]1[C:10]2[C:5](=[CH:6][CH:7]=[CH:8][CH:9]=2)[N:4]([S:11]([C:14]2[CH:30]=[CH:29][C:17]([C:18]([NH:20][CH2:21][C:22]3[CH:27]=[CH:26][C:25]([F:28])=[CH:24][CH:23]=3)=[O:19])=[CH:16][CH:15]=2)(=[O:13])=[O:12])[N:3]=1.[NH:31]1[CH2:36][CH2:35][CH2:34][CH2:33][CH2:32]1. Product: [F:28][C:25]1[CH:26]=[CH:27][C:22]([CH2:21][NH:20][C:18](=[O:19])[C:17]2[CH:29]=[CH:30][C:14]([S:11]([N:4]3[C:5]4[C:10](=[CH:9][CH:8]=[CH:7][CH:6]=4)[C:2]([N:31]4[CH2:36][CH2:35][CH2:34][CH2:33][CH2:32]4)=[N:3]3)(=[O:13])=[O:12])=[CH:15][CH:16]=2)=[CH:23][CH:24]=1. The catalyst class is: 25. (9) Reactant: [OH:1][CH2:2][CH2:3][NH:4][C:5]1[CH:12]=[CH:11][C:8]([C:9]#[N:10])=[CH:7][C:6]=1[N+:13]([O-])=O.O.O.[Sn](Cl)(Cl)(Cl)Cl. Product: [NH2:13][C:6]1[CH:7]=[C:8]([CH:11]=[CH:12][C:5]=1[NH:4][CH2:3][CH2:2][OH:1])[C:9]#[N:10]. The catalyst class is: 8. (10) Reactant: CN(C)C=O.[F:6][C:7]1[CH:14]=[CH:13][C:10]([CH2:11][OH:12])=[CH:9][CH:8]=1.[H-].[Na+].Br[C:18]1[CH:23]=[CH:22][C:21]([Br:24])=[CH:20][N:19]=1. Product: [Br:24][C:21]1[CH:22]=[CH:23][C:18]([O:12][CH2:11][C:10]2[CH:13]=[CH:14][C:7]([F:6])=[CH:8][CH:9]=2)=[N:19][CH:20]=1. The catalyst class is: 6.